From a dataset of Full USPTO retrosynthesis dataset with 1.9M reactions from patents (1976-2016). Predict the reactants needed to synthesize the given product. The reactants are: [CH3:1][C:2]1[CH:7]=[C:6]([C:8]2[CH:9]=[N:10][N:11]([CH3:13])[CH:12]=2)[CH:5]=[CH:4][C:3]=1[NH:14][CH:15]=O.[H-].[Na+].[Cl:19][C:20]1[C:25]2[N:26]=C(S(C)(=O)=O)[N:28]=[CH:29][C:24]=2[CH:23]=[CH:22][N:21]=1. Given the product [Cl:19][C:20]1[C:25]2[N:26]=[C:15]([NH:14][C:3]3[CH:4]=[CH:5][C:6]([C:8]4[CH:9]=[N:10][N:11]([CH3:13])[CH:12]=4)=[CH:7][C:2]=3[CH3:1])[N:28]=[CH:29][C:24]=2[CH:23]=[CH:22][N:21]=1, predict the reactants needed to synthesize it.